From a dataset of Reaction yield outcomes from USPTO patents with 853,638 reactions. Predict the reaction yield, written as a fraction of the theoretical maximum amount of product (1.0 means a 100% yield; for example, 0.34 means a 34% yield). (1) The reactants are [NH2:1][C:2]1[CH:3]=[C:4]([CH:33]=[CH:34][C:35]=1[NH2:36])[O:5][CH2:6][C@H:7]([NH:14][C:15]1[N:32]=[CH:31][CH:30]=[CH:29][C:16]=1[C:17]([NH:19][CH2:20][C:21]1[CH:26]=[CH:25][C:24]([F:27])=[C:23]([F:28])[CH:22]=1)=[O:18])[C:8]1[CH:13]=[CH:12][CH:11]=[CH:10][CH:9]=1.[C:37](N1C=CN=C1)(N1C=CN=C1)=[O:38]. The catalyst is CN(C=O)C. The product is [F:28][C:23]1[CH:22]=[C:21]([CH:26]=[CH:25][C:24]=1[F:27])[CH2:20][NH:19][C:17](=[O:18])[C:16]1[CH:29]=[CH:30][CH:31]=[N:32][C:15]=1[NH:14][C@H:7]([C:8]1[CH:13]=[CH:12][CH:11]=[CH:10][CH:9]=1)[CH2:6][O:5][C:4]1[CH:33]=[CH:34][C:35]2[NH:36][C:37](=[O:38])[NH:1][C:2]=2[CH:3]=1. The yield is 0.0360. (2) The reactants are [CH2:1]([C:5]1[N:6]=[C:7]([CH3:37])[N:8]([CH2:31][C:32]([O:34]CC)=[O:33])[C:9](=[O:30])[C:10]=1[CH2:11][C:12]1[CH:17]=[CH:16][C:15]([C:18]2[CH:23]=[CH:22][CH:21]=[CH:20][C:19]=2[C:24]2[NH:28][C:27](=[O:29])[O:26][N:25]=2)=[CH:14][CH:13]=1)[CH2:2][CH2:3][CH3:4].[OH-].[Na+].O1CCCC1.Cl. The catalyst is C(OCC)(=O)C.C(O)C. The product is [CH2:1]([C:5]1[N:6]=[C:7]([CH3:37])[N:8]([CH2:31][C:32]([OH:34])=[O:33])[C:9](=[O:30])[C:10]=1[CH2:11][C:12]1[CH:13]=[CH:14][C:15]([C:18]2[CH:23]=[CH:22][CH:21]=[CH:20][C:19]=2[C:24]2[NH:28][C:27](=[O:29])[O:26][N:25]=2)=[CH:16][CH:17]=1)[CH2:2][CH2:3][CH3:4]. The yield is 0.920.